This data is from Acute oral toxicity (LD50) regression data from Zhu et al.. The task is: Regression/Classification. Given a drug SMILES string, predict its toxicity properties. Task type varies by dataset: regression for continuous values (e.g., LD50, hERG inhibition percentage) or binary classification for toxic/non-toxic outcomes (e.g., AMES mutagenicity, cardiotoxicity, hepatotoxicity). Dataset: ld50_zhu. (1) The compound is COP(=O)(OC)OC(C)=CC(=O)OC(C)c1ccccc1. The rat oral LD50 is 3.91, given as -log10 of the dose in mol/kg body weight (higher means more acutely toxic). (2) The drug is CCOP(=O)(OCC)SCS(=O)CC. The rat oral LD50 is 5.42, given as -log10 of the dose in mol/kg body weight (higher means more acutely toxic). (3) The molecule is CC(=O)C=O. The rat oral LD50 is 1.79, given as -log10 of the dose in mol/kg body weight (higher means more acutely toxic). (4) The molecule is CCN(CCO)c1cccc(C)c1. The rat oral LD50 is 2.12, given as -log10 of the dose in mol/kg body weight (higher means more acutely toxic). (5) The molecule is NC(=O)c1ccc2[nH]c(C(F)(F)F)nc2c1. The rat oral LD50 is 3.86, given as -log10 of the dose in mol/kg body weight (higher means more acutely toxic). (6) The rat oral LD50 is 2.22, given as -log10 of the dose in mol/kg body weight (higher means more acutely toxic). The drug is CC(C)OS(=O)(=O)OC(C)C. (7) The molecule is CC(C)OC(=O)OOC(=O)OC(C)C. The rat oral LD50 is 1.98, given as -log10 of the dose in mol/kg body weight (higher means more acutely toxic). (8) The drug is N=C(N)NN=C1C=CC(=NNC(N)=S)C=C1. The rat oral LD50 is 2.50, given as -log10 of the dose in mol/kg body weight (higher means more acutely toxic). (9) The compound is N#CC=CC#N. The rat oral LD50 is 3.29, given as -log10 of the dose in mol/kg body weight (higher means more acutely toxic). (10) The molecule is CC(=O)OC(c1ccc(Cl)c(Cl)c1)C(Cl)(Cl)Cl. The rat oral LD50 is 1.53, given as -log10 of the dose in mol/kg body weight (higher means more acutely toxic).